From a dataset of Forward reaction prediction with 1.9M reactions from USPTO patents (1976-2016). Predict the product of the given reaction. (1) The product is: [O:8]1[C:7]2[C:2](=[N:3][CH:4]=[CH:5][CH:6]=2)[N:1]=[C:15]1[C:14]1[CH:18]=[C:10]([NH2:9])[CH:11]=[N:12][CH:13]=1. Given the reactants [NH2:1][C:2]1[C:7]([OH:8])=[CH:6][CH:5]=[CH:4][N:3]=1.[NH2:9][C:10]1[CH:11]=[N:12][CH:13]=[C:14]([CH:18]=1)[C:15](O)=O.[OH-].[Na+], predict the reaction product. (2) The product is: [Cl:18][C:10]1[CH:9]=[C:8]([C:13]2[S:14][CH:15]=[CH:16][N:17]=2)[N:7]=[C:6]([C:2]2[O:1][CH:5]=[CH:4][CH:3]=2)[N:11]=1. Given the reactants [O:1]1[CH:5]=[CH:4][CH:3]=[C:2]1[C:6]1[N:11]=[C:10](O)[CH:9]=[C:8]([C:13]2[S:14][CH:15]=[CH:16][N:17]=2)[N:7]=1.[Cl:18]C1N=C(C2SC=CC=2)N=C(N)C=1, predict the reaction product. (3) Given the reactants [CH2:1]([NH:3][CH2:4][CH3:5])[CH3:2].CO[C:8](=[O:33])[CH2:9][CH2:10][N:11]1[CH2:16][CH2:15][C:14]2[C:17]([C:28]([F:31])([F:30])[F:29])=[N:18][N:19]([C:20]3[CH:25]=[CH:24][C:23]([O:26][CH3:27])=[CH:22][CH:21]=3)[C:13]=2[C:12]1=[O:32], predict the reaction product. The product is: [CH2:1]([N:3]([CH2:4][CH3:5])[C:8](=[O:33])[CH2:9][CH2:10][N:11]1[CH2:16][CH2:15][C:14]2[C:17]([C:28]([F:30])([F:31])[F:29])=[N:18][N:19]([C:20]3[CH:25]=[CH:24][C:23]([O:26][CH3:27])=[CH:22][CH:21]=3)[C:13]=2[C:12]1=[O:32])[CH3:2].